This data is from Forward reaction prediction with 1.9M reactions from USPTO patents (1976-2016). The task is: Predict the product of the given reaction. (1) Given the reactants [Cl:1][C:2]1[CH:3]=[C:4]([CH:8]=[CH:9][N:10]=1)[C:5]([OH:7])=O.[CH3:11][Li].O, predict the reaction product. The product is: [C:5]([C:4]1[CH:8]=[CH:9][N:10]=[C:2]([Cl:1])[CH:3]=1)(=[O:7])[CH3:11]. (2) The product is: [N:1]1([C:6]2[CH:11]=[C:10]([NH2:12])[C:9]([NH2:15])=[C:8]([CH3:16])[CH:7]=2)[CH:5]=[CH:4][N:3]=[CH:2]1. Given the reactants [N:1]1([C:6]2[CH:11]=[C:10]([N+:12]([O-])=O)[C:9]([NH2:15])=[C:8]([CH3:16])[CH:7]=2)[CH:5]=[CH:4][N:3]=[CH:2]1, predict the reaction product. (3) Given the reactants [NH:1]1[CH2:6][CH2:5][CH2:4][CH2:3][C:2]1=[N:7][C:8]#[N:9].[K].Br[CH2:12][C:13]([C:15]1[CH:20]=[CH:19][C:18]([CH3:21])=[CH:17][CH:16]=1)=[O:14], predict the reaction product. The product is: [O:14]=[C:13]([C:15]1[CH:20]=[CH:19][C:18]([CH3:21])=[CH:17][CH:16]=1)[CH2:12][N:1]1[CH2:6][CH2:5][CH2:4][CH2:3][C:2]1=[N:7][C:8]#[N:9]. (4) Given the reactants [OH:1][C:2]1[CH:10]=[C:9]([NH2:11])[CH:8]=[CH:7][C:3]=1[C:4]([OH:6])=[O:5].FC1C=C(F)C=CC=1C1C=C(C(O)=O)C(O)=CC=1.[C:30]([C:32](=[CH:36][C:37]1[CH:42]=[CH:41][CH:40]=[C:39]([OH:43])[CH:38]=1)[C:33]([OH:35])=[O:34])#[N:31].[C:44]([O:47][C:48]1[CH:56]=[CH:55][CH:54]=[CH:53][C:49]=1[C:50]([OH:52])=[O:51])(=[O:46])[CH3:45].FC1C=C(F)C=CC=1C1C=C(C(O)=O)C(O)=CC=1.C(C(=CC1C=CC=C(O)C=1)C(O)=O)#N, predict the reaction product. The product is: [OH:1][C:2]1[CH:10]=[C:9]([NH2:11])[CH:8]=[CH:7][C:3]=1[C:4]([OH:6])=[O:5].[C:44]([O:47][C:48]1[CH:56]=[CH:55][CH:54]=[CH:53][C:49]=1[C:50]([OH:52])=[O:51])(=[O:46])[CH3:45].[C:30]([C:32](=[CH:36][C:37]1[CH:42]=[CH:41][CH:40]=[C:39]([OH:43])[CH:38]=1)[C:33]([OH:35])=[O:34])#[N:31]. (5) Given the reactants [OH:1][C:2]1[CH:7]=[CH:6][C:5]([CH:8]2[CH2:13][CH2:12][N:11]([C:14]([O:16][C:17]([CH3:20])([CH3:19])[CH3:18])=[O:15])[CH2:10][CH:9]2[O:21][CH2:22][C:23]2[CH:32]=[C:31]3[C:26]([CH2:27][CH2:28][C:29](=[O:38])[N:30]3[CH2:33][CH2:34][CH2:35][O:36][CH3:37])=[CH:25][CH:24]=2)=[CH:4][CH:3]=1.[CH3:39][C:40]1[CH:45]=[CH:44][CH:43]=[CH:42][CH:41]=1, predict the reaction product. The product is: [CH3:37][O:36][CH2:35][CH2:34][CH2:33][N:30]1[C:31]2[C:26](=[CH:25][CH:24]=[C:23]([CH2:22][O:21][CH:9]3[CH:8]([C:5]4[CH:6]=[CH:7][C:2]([O:1][CH2:5][CH2:4][CH2:3][CH2:2][O:1][C:41]5[CH:42]=[CH:43][CH:44]=[CH:45][C:40]=5[CH3:39])=[CH:3][CH:4]=4)[CH2:13][CH2:12][N:11]([C:14]([O:16][C:17]([CH3:19])([CH3:20])[CH3:18])=[O:15])[CH2:10]3)[CH:32]=2)[CH2:27][CH2:28][C:29]1=[O:38]. (6) Given the reactants [C:1]([O:5][C:6](=[O:22])[NH:7][C:8]1[CH:13]=[C:12]([O:14][CH2:15][CH3:16])[C:11]([C:17]([F:20])([F:19])[F:18])=[CH:10][C:9]=1[NH2:21])([CH3:4])([CH3:3])[CH3:2].C([O:27][C:28](=O)[CH2:29][C:30](=[O:47])[C:31]1[CH:36]=[CH:35][CH:34]=[C:33]([C:37]2[CH:42]=[CH:41][N:40]=[C:39]([C:43]([F:46])([F:45])[F:44])[CH:38]=2)[CH:32]=1)(C)(C)C, predict the reaction product. The product is: [C:1]([O:5][C:6](=[O:22])[NH:7][C:8]1[CH:13]=[C:12]([O:14][CH2:15][CH3:16])[C:11]([C:17]([F:20])([F:19])[F:18])=[CH:10][C:9]=1[NH:21][C:28](=[O:27])[CH2:29][C:30](=[O:47])[C:31]1[CH:36]=[CH:35][CH:34]=[C:33]([C:37]2[CH:42]=[CH:41][N:40]=[C:39]([C:43]([F:44])([F:45])[F:46])[CH:38]=2)[CH:32]=1)([CH3:2])([CH3:3])[CH3:4].